Dataset: Catalyst prediction with 721,799 reactions and 888 catalyst types from USPTO. Task: Predict which catalyst facilitates the given reaction. (1) Reactant: [O:1]1CCCO[CH:2]1[C:7]1[CH:12]=[CH:11][C:10]([C:13]2[S:14][C:15]3[C:20]([N:21]=2)=[CH:19][CH:18]=[C:17]([C:22]2([C:25]4[CH:30]=[CH:29][CH:28]=[CH:27][CH:26]=4)[CH2:24][CH2:23]2)[N:16]=3)=[C:9]([F:31])[CH:8]=1.Cl.O. Product: [F:31][C:9]1[CH:8]=[C:7]([CH:12]=[CH:11][C:10]=1[C:13]1[S:14][C:15]2[C:20]([N:21]=1)=[CH:19][CH:18]=[C:17]([C:22]1([C:25]3[CH:26]=[CH:27][CH:28]=[CH:29][CH:30]=3)[CH2:23][CH2:24]1)[N:16]=2)[CH:2]=[O:1]. The catalyst class is: 1. (2) Reactant: [CH:1](=[N:8][OH:9])[C:2]1[CH:7]=[CH:6][CH:5]=[N:4][CH:3]=1.ClN1C(=O)CCC1=O.[CH2:18]([NH:21][C:22](=[O:28])[O:23][C:24]([CH3:27])([CH3:26])[CH3:25])[C:19]#[CH:20].C(N(CC)CC)C. Product: [N:4]1[CH:5]=[CH:6][CH:7]=[C:2]([C:1]2[CH:20]=[C:19]([CH2:18][NH:21][C:22](=[O:28])[O:23][C:24]([CH3:26])([CH3:25])[CH3:27])[O:9][N:8]=2)[CH:3]=1. The catalyst class is: 85. (3) Reactant: [CH2:1]([O:4][C:5]1([CH3:34])[CH2:10][CH2:9][N:8]([C:11]2[N:16]3[N:17]=[C:18]([CH2:20]I)[CH:19]=[C:15]3[N:14]=[C:13]([CH3:22])[C:12]=2[C@H:23]([O:29][C:30]([CH3:33])([CH3:32])[CH3:31])[C:24]([O:26]CC)=[O:25])[CH2:7][CH2:6]1)[CH:2]=[CH2:3].[CH3:35][C:36]1[CH:37]=[CH:38][C:39]([O:44][C@H:45]([CH2:47][CH:48]=[CH2:49])[CH3:46])=[C:40]([CH2:42][OH:43])[CH:41]=1.[H-].[Na+]. Product: [CH2:1]([O:4][C:5]1([CH3:34])[CH2:10][CH2:9][N:8]([C:11]2[N:16]3[N:17]=[C:18]([CH2:20][O:43][CH2:42][C:40]4[CH:41]=[C:36]([CH3:35])[CH:37]=[CH:38][C:39]=4[O:44][C@H:45]([CH2:47][CH:48]=[CH2:49])[CH3:46])[CH:19]=[C:15]3[N:14]=[C:13]([CH3:22])[C:12]=2[C@H:23]([O:29][C:30]([CH3:32])([CH3:31])[CH3:33])[C:24]([OH:26])=[O:25])[CH2:7][CH2:6]1)[CH:2]=[CH2:3]. The catalyst class is: 31. (4) Reactant: [CH2:1]([OH:3])[CH3:2].[K].Cl[C:6]1[C:7]([C:16]([F:19])([F:18])[F:17])=[CH:8][C:9]([N+:13]([O-:15])=[O:14])=[C:10]([NH2:12])[CH:11]=1.Cl. The catalyst class is: 6. Product: [CH2:1]([O:3][NH:12][C:10]1[CH:11]=[CH:6][C:7]([C:16]([F:19])([F:18])[F:17])=[CH:8][C:9]=1[N+:13]([O-:15])=[O:14])[CH3:2]. (5) Reactant: [CH2:1]([O:3][C:4](=[O:11])[C:5]([CH3:10])([CH3:9])[C:6](=O)[CH3:7])[CH3:2].C([O-])(=O)C.[NH4+].[BH3-]C#[N:19].[Na+].Cl. Product: [CH2:1]([O:3][C:4](=[O:11])[C:5]([CH3:10])([CH3:9])[CH:6]([NH2:19])[CH3:7])[CH3:2]. The catalyst class is: 5. (6) Reactant: [Br:1][C:2]1[CH:11]=[C:10]2[C:5]([CH:6]=[CH:7][C:8]([S:12](Cl)(=[O:14])=[O:13])=[CH:9]2)=[CH:4][CH:3]=1.[CH2:16]([NH:23][CH2:24][C:25]1[CH:30]=[CH:29][CH:28]=[CH:27][CH:26]=1)[C:17]1[CH:22]=[CH:21][CH:20]=[CH:19][CH:18]=1.CCN(CC)CC. Product: [CH2:24]([N:23]([CH2:16][C:17]1[CH:22]=[CH:21][CH:20]=[CH:19][CH:18]=1)[S:12]([C:8]1[CH:7]=[CH:6][C:5]2[C:10](=[CH:11][C:2]([Br:1])=[CH:3][CH:4]=2)[CH:9]=1)(=[O:14])=[O:13])[C:25]1[CH:30]=[CH:29][CH:28]=[CH:27][CH:26]=1. The catalyst class is: 1. (7) Reactant: [Br:1][C:2]1[CH:3]=[CH:4][C:5]([OH:17])=[C:6]([C:8](=[O:16])[CH2:9][C:10]2[CH:15]=[CH:14][CH:13]=[CH:12][CH:11]=2)[CH:7]=1.[C:18](OC(=O)CC)(=O)[CH2:19][CH3:20].Cl. The catalyst class is: 66. Product: [Br:1][C:2]1[CH:7]=[C:6]2[C:5](=[CH:4][CH:3]=1)[O:17][C:18]([CH2:19][CH3:20])=[C:9]([C:10]1[CH:15]=[CH:14][CH:13]=[CH:12][CH:11]=1)[C:8]2=[O:16]. (8) Reactant: [NH:1]1[CH2:6][CH2:5][O:4][CH2:3][CH2:2]1.C(N(CC)CC)C.[I:14][C:15]1[CH:23]=[CH:22][C:18]([C:19](Cl)=[O:20])=[CH:17][CH:16]=1. Product: [I:14][C:15]1[CH:23]=[CH:22][C:18]([C:19]([N:1]2[CH2:6][CH2:5][O:4][CH2:3][CH2:2]2)=[O:20])=[CH:17][CH:16]=1. The catalyst class is: 4. (9) Reactant: [Br:1][C:2]1[CH:3]=[CH:4][C:5]([N:8]2[CH2:12][CH2:11][CH:10]([OH:13])[CH2:9]2)=[N:6][CH:7]=1.CCN(CC)CC.[CH3:21][S:22](Cl)(=[O:24])=[O:23]. Product: [CH3:21][S:22]([O:13][CH:10]1[CH2:11][CH2:12][N:8]([C:5]2[CH:4]=[CH:3][C:2]([Br:1])=[CH:7][N:6]=2)[CH2:9]1)(=[O:24])=[O:23]. The catalyst class is: 2. (10) Reactant: CC([O-])(C)C.[K+].[OH:7][C:8]1[CH:13]=[CH:12][C:11]([SH:14])=[CH:10][CH:9]=1.F[C:16]1[CH:21]=[CH:20][C:19]([C:22](=[O:24])[CH3:23])=[CH:18][CH:17]=1.CC#N. Product: [OH:7][C:8]1[CH:13]=[CH:12][C:11]([S:14][C:16]2[CH:21]=[CH:20][C:19]([C:22](=[O:24])[CH3:23])=[CH:18][CH:17]=2)=[CH:10][CH:9]=1. The catalyst class is: 58.